This data is from Reaction yield outcomes from USPTO patents with 853,638 reactions. The task is: Predict the reaction yield, written as a fraction of the theoretical maximum amount of product (1.0 means a 100% yield; for example, 0.34 means a 34% yield). (1) The reactants are [Cl:1][C:2]1[CH:7]=[C:6]([Cl:8])[CH:5]=[CH:4][C:3]=1[C:9]1[N:10]([C:24]2[CH:29]=[CH:28][C:27]([OH:30])=[CH:26][CH:25]=2)[C:11]([CH3:23])=[C:12]([C:14]([NH:16][N:17]2[CH2:22][CH2:21][CH2:20][CH2:19][CH2:18]2)=[O:15])[N:13]=1.C(N(CC)CC)C.[N:38]1[CH:43]=[CH:42][CH:41]=[C:40]([S:44](Cl)(=[O:46])=[O:45])[CH:39]=1.O. The catalyst is ClCCl. The product is [N:38]1[CH:43]=[CH:42][CH:41]=[C:40]([S:44]([O:30][C:27]2[CH:26]=[CH:25][C:24]([N:10]3[C:11]([CH3:23])=[C:12]([C:14]([NH:16][N:17]4[CH2:22][CH2:21][CH2:20][CH2:19][CH2:18]4)=[O:15])[N:13]=[C:9]3[C:3]3[CH:4]=[CH:5][C:6]([Cl:8])=[CH:7][C:2]=3[Cl:1])=[CH:29][CH:28]=2)(=[O:46])=[O:45])[CH:39]=1. The yield is 0.840. (2) The reactants are Br[C:2]1[C:7](=[O:8])[N:6]([CH2:9][C:10]2[CH:15]=[CH:14][C:13]([C:16]3[C:17]([C:22]#[N:23])=[CH:18][CH:19]=[CH:20][CH:21]=3)=[CH:12][CH:11]=2)[C:5]([CH2:24][CH2:25][CH3:26])=[N:4][C:3]=1[CH2:27][CH3:28].[CH:29]([O:32][C:33]1[N:38]=[CH:37][C:36](B(O)O)=[CH:35][CH:34]=1)([CH3:31])[CH3:30].C(=O)([O-])[O-].[Cs+].[Cs+].O1CCOCC1. The catalyst is C(OCC)(=O)C.C1C=CC(P(C2C=CC=CC=2)[C-]2C=CC=C2)=CC=1.C1C=CC(P(C2C=CC=CC=2)[C-]2C=CC=C2)=CC=1.Cl[Pd]Cl.[Fe+2].ClCCl. The product is [CH2:27]([C:3]1[N:4]=[C:5]([CH2:24][CH2:25][CH3:26])[N:6]([CH2:9][C:10]2[CH:15]=[CH:14][C:13]([C:16]3[C:17]([C:22]#[N:23])=[CH:18][CH:19]=[CH:20][CH:21]=3)=[CH:12][CH:11]=2)[C:7](=[O:8])[C:2]=1[C:36]1[CH:37]=[N:38][C:33]([O:32][CH:29]([CH3:31])[CH3:30])=[CH:34][CH:35]=1)[CH3:28]. The yield is 0.840. (3) The reactants are Cl.[CH3:2][O:3][C:4](=[O:17])[C@H:5]([CH2:7][C:8]1[CH:13]=[CH:12][C:11]([N+:14]([O-:16])=[O:15])=[CH:10][CH:9]=1)[NH2:6].[Cl:18][C:19]1[CH:27]=[CH:26][CH:25]=[C:24]([CH3:28])[C:20]=1[C:21](O)=[O:22].CN(C(ON1N=NC2C=CC=CC1=2)=[N+](C)C)C.F[P-](F)(F)(F)(F)F.C(N(C(C)C)CC)(C)C. The yield is 0.950. The catalyst is CN(C=O)C.C(OCC)(=O)C. The product is [CH3:2][O:3][C:4](=[O:17])[C@H:5]([CH2:7][C:8]1[CH:13]=[CH:12][C:11]([N+:14]([O-:16])=[O:15])=[CH:10][CH:9]=1)[NH:6][C:21]([C:20]1[C:24]([CH3:28])=[CH:25][CH:26]=[CH:27][C:19]=1[Cl:18])=[O:22]. (4) The reactants are [C:1]1([CH:7]([CH3:9])[CH3:8])[CH:6]=[CH:5][CH:4]=[CH:3][CH:2]=1.[Cl-].[Al+3].[Cl-].[Cl-].[Br:14][CH2:15][C:16](Br)=[O:17]. The catalyst is ClCCl. The product is [Br:14][CH2:15][C:16]([C:4]1[CH:5]=[CH:6][C:1]([CH:7]([CH3:9])[CH3:8])=[CH:2][CH:3]=1)=[O:17]. The yield is 0.990. (5) The reactants are Cl[C:2]1[C:3]([C:12]([O:14]C)=O)=[N:4][CH:5]=[C:6]([C:8]([F:11])([F:10])[F:9])[CH:7]=1.[C:16]([O:20][CH3:21])(=[O:19])[CH2:17][SH:18].CC(C)([O-])C.[Na+].Cl. The catalyst is CN(C=O)C.O. The product is [OH:14][C:12]1[C:3]2=[N:4][CH:5]=[C:6]([C:8]([F:9])([F:10])[F:11])[CH:7]=[C:2]2[S:18][C:17]=1[C:16]([O:20][CH3:21])=[O:19]. The yield is 0.610. (6) The reactants are Cl[C:2]1[CH:7]=[C:6]([Cl:8])[CH:5]=[C:4]([Cl:9])[N:3]=1.Cl.[NH2:11][C@@H:12]([CH3:17])[C:13]([O:15][CH3:16])=[O:14].CCN(C(C)C)C(C)C. The catalyst is C(#N)C. The product is [Cl:8][C:6]1[CH:5]=[C:4]([Cl:9])[N:3]=[C:2]([NH:11][C@@H:12]([CH3:17])[C:13]([O:15][CH3:16])=[O:14])[CH:7]=1. The yield is 0.250. (7) The reactants are [CH3:1][NH2:2].[Br:3][CH2:4][C:5]([C:7]1[CH:12]=[CH:11][C:10]([O:13][CH3:14])=[C:9]([O:15][CH3:16])[CH:8]=1)=[O:6]. The yield is 0.670. The catalyst is C(O)(C)C.ClCCl. The product is [BrH:3].[CH3:16][O:15][C:9]1[CH:8]=[C:7]([C:5](=[O:6])[CH2:4][NH:2][CH3:1])[CH:12]=[CH:11][C:10]=1[O:13][CH3:14]. (8) The yield is 0.930. The catalyst is CCO. The product is [CH3:27][C:26]1[S:3][C:2]([NH:1][C@H:4]([C:15]2[N:16]=[C:17]([C:20]3[CH:21]=[CH:22][CH:23]=[CH:24][CH:25]=3)[S:18][CH:19]=2)[CH2:5][C:6]2[CH:11]=[CH:10][C:9]([N+:12]([O-:14])=[O:13])=[CH:8][CH:7]=2)=[N:30][N:29]=1. The reactants are [N:1]([C@H:4]([C:15]1[N:16]=[C:17]([C:20]2[CH:25]=[CH:24][CH:23]=[CH:22][CH:21]=2)[S:18][CH:19]=1)[CH2:5][C:6]1[CH:11]=[CH:10][C:9]([N+:12]([O-:14])=[O:13])=[CH:8][CH:7]=1)=[C:2]=[S:3].[C:26]([NH:29][NH2:30])(=O)[CH3:27].